From a dataset of Forward reaction prediction with 1.9M reactions from USPTO patents (1976-2016). Predict the product of the given reaction. Given the reactants [CH3:1][O:2][C:3]1[CH:8]=[CH:7][C:6]([C:9](=O)[C:10]([C:12]2[CH:17]=[CH:16][C:15]([O:18][CH3:19])=[CH:14][CH:13]=2)=O)=[CH:5][CH:4]=1.[Br:21][C:22]1[CH:23]=[C:24]([NH2:29])[C:25]([NH2:28])=[CH:26][CH:27]=1, predict the reaction product. The product is: [Br:21][C:22]1[CH:23]=[C:24]2[C:25](=[CH:26][CH:27]=1)[N:28]=[C:9]([C:6]1[CH:7]=[CH:8][C:3]([O:2][CH3:1])=[CH:4][CH:5]=1)[C:10]([C:12]1[CH:17]=[CH:16][C:15]([O:18][CH3:19])=[CH:14][CH:13]=1)=[N:29]2.